The task is: Predict the product of the given reaction.. This data is from Forward reaction prediction with 1.9M reactions from USPTO patents (1976-2016). (1) Given the reactants [NH:1]1[CH2:5][CH2:4][CH:3]([CH2:6][NH:7][C:8]([C:10]2[C:14]3[N:15]=[CH:16][N:17]=[C:18]([C:19]4[C:27]5[O:26][CH2:25][O:24][C:23]=5[CH:22]=[CH:21][C:20]=4[O:28][CH2:29][CH:30]4[CH2:32][CH2:31]4)[C:13]=3[NH:12][CH:11]=2)=[O:9])[CH2:2]1.Cl[C:34]([O:36][CH2:37][CH3:38])=[O:35], predict the reaction product. The product is: [CH2:37]([O:36][C:34]([N:1]1[CH2:5][CH2:4][CH:3]([CH2:6][NH:7][C:8]([C:10]2[C:14]3[N:15]=[CH:16][N:17]=[C:18]([C:19]4[C:27]5[O:26][CH2:25][O:24][C:23]=5[CH:22]=[CH:21][C:20]=4[O:28][CH2:29][CH:30]4[CH2:31][CH2:32]4)[C:13]=3[NH:12][CH:11]=2)=[O:9])[CH2:2]1)=[O:35])[CH3:38]. (2) Given the reactants [CH:1]1([C:7]([C:9]2[O:10][C:11]3[CH:18]=[CH:17][C:16]([O:19][CH2:20][CH2:21][O:22][CH3:23])=[CH:15][C:12]=3[C:13]=2[CH3:14])=[O:8])[CH2:6][CH2:5][CH2:4][CH2:3][CH2:2]1.[BH4-].[Na+].O.Cl, predict the reaction product. The product is: [CH:1]1([CH:7]([C:9]2[O:10][C:11]3[CH:18]=[CH:17][C:16]([O:19][CH2:20][CH2:21][O:22][CH3:23])=[CH:15][C:12]=3[C:13]=2[CH3:14])[OH:8])[CH2:6][CH2:5][CH2:4][CH2:3][CH2:2]1.